From a dataset of Catalyst prediction with 721,799 reactions and 888 catalyst types from USPTO. Predict which catalyst facilitates the given reaction. (1) Reactant: [C:1]1([NH:7][NH2:8])[CH:6]=[CH:5][CH:4]=[CH:3][CH:2]=1.C(O[CH:12]=[C:13]([C:16]#[N:17])[C:14]#[N:15])C. Product: [NH2:17][C:16]1[N:7]([C:1]2[CH:6]=[CH:5][CH:4]=[CH:3][CH:2]=2)[N:8]=[CH:12][C:13]=1[C:14]#[N:15]. The catalyst class is: 41. (2) Reactant: C([O:8][CH2:9][CH2:10][O:11][C:12]1[CH:17]=[CH:16][C:15]([CH:18]2[C:23]3[N:24]4[N:29]=[C:28]([CH3:30])[S:27][C:25]4=[N:26][C:22]=3[CH2:21][CH2:20][N:19]2[C:31](=[O:47])[CH2:32][O:33][C:34]2[CH:35]=[CH:36][C:37]([C:41]([NH:43][CH:44]3[CH2:46][CH2:45]3)=[O:42])=[N:38][C:39]=2[Cl:40])=[C:14]([F:48])[CH:13]=1)C1C=CC=CC=1.I[Si](C)(C)C.CO. Product: [Cl:40][C:39]1[N:38]=[C:37]([C:41]([NH:43][CH:44]2[CH2:46][CH2:45]2)=[O:42])[CH:36]=[CH:35][C:34]=1[O:33][CH2:32][C:31]([N:19]1[CH2:20][CH2:21][C:22]2[N:26]=[C:25]3[S:27][C:28]([CH3:30])=[N:29][N:24]3[C:23]=2[CH:18]1[C:15]1[CH:16]=[CH:17][C:12]([O:11][CH2:10][CH2:9][OH:8])=[CH:13][C:14]=1[F:48])=[O:47]. The catalyst class is: 22. (3) Reactant: Cl.[Cl:2][C:3]1[CH:4]=[CH:5][C:6]([F:17])=[C:7]([C:9]([CH:11]2[CH2:16][CH2:15][NH:14][CH2:13][CH2:12]2)=[O:10])[CH:8]=1.Cl[C:19]1[N:20]=[C:21]2[CH:29]=[CH:28][N:27]=[CH:26][C:22]2=[N:23][C:24]=1[Cl:25].CCN(C(C)C)C(C)C. Product: [Cl:2][C:3]1[CH:4]=[CH:5][C:6]([F:17])=[C:7]([C:9]([CH:11]2[CH2:12][CH2:13][N:14]([C:19]3[N:20]=[C:21]4[CH:29]=[CH:28][N:27]=[CH:26][C:22]4=[N:23][C:24]=3[Cl:25])[CH2:15][CH2:16]2)=[O:10])[CH:8]=1. The catalyst class is: 2. (4) Reactant: CCC1C=CC(CC[O:11][C:12]2[CH:13]=CC(C[CH:19]3SC(=O)N[C:20]3=[O:21])=C[CH:17]=2)=NC=1.Cl.[OH2:27].CC(C)=[O:30]. Product: [CH3:17][CH:12]([OH:11])[C:13]([OH:30])=[O:27].[CH2:20]([OH:21])[C:19]([OH:30])=[O:27]. The catalyst class is: 5. (5) Product: [CH3:22][CH:21]([CH3:23])[CH:16]([NH:15][C:13]([C:11]1[O:10][N:9]=[C:8]([C:5]2[CH:6]=[CH:7][C:2]([NH:1][C:35]([NH:30][C:29]3[CH:31]=[CH:32][C:26]([C:25]([F:33])([F:34])[F:24])=[CH:27][CH:28]=3)=[O:36])=[CH:3][CH:4]=2)[CH:12]=1)=[O:14])[C:17]([O:19][CH3:20])=[O:18]. The catalyst class is: 1. Reactant: [NH2:1][C:2]1[CH:7]=[CH:6][C:5]([C:8]2[CH:12]=[C:11]([C:13]([NH:15][CH:16]([CH:21]([CH3:23])[CH3:22])[C:17]([O:19][CH3:20])=[O:18])=[O:14])[O:10][N:9]=2)=[CH:4][CH:3]=1.[F:24][C:25]([F:34])([F:33])[C:26]1[CH:32]=[CH:31][C:29]([NH2:30])=[CH:28][CH:27]=1.[C:35](C1NC=CN=1)(C1NC=CN=1)=[O:36]. (6) Reactant: C(OC(=O)[NH:7][C@@H:8]1[CH2:12][CH2:11][N:10]([C:13]2[N:21]=[C:20]3[C:16]([N:17]=[CH:18][N:19]3[C@@H:22]3[CH2:26][C@H:25]([N:27]4[CH:31]=[C:30]([CH2:32][OH:33])[CH:29]=[N:28]4)[C@@H:24]([OH:34])[C@H:23]3[OH:35])=[C:15]([NH:36][CH2:37][CH:38]([C:45]3[CH:50]=[CH:49][CH:48]=[CH:47][CH:46]=3)[C:39]3[CH:44]=[CH:43][CH:42]=[CH:41][CH:40]=3)[N:14]=2)[CH2:9]1)(C)(C)C.Cl. Product: [NH2:7][C@@H:8]1[CH2:12][CH2:11][N:10]([C:13]2[N:21]=[C:20]3[C:16]([N:17]=[CH:18][N:19]3[C@@H:22]3[CH2:26][C@H:25]([N:27]4[CH:31]=[C:30]([CH2:32][OH:33])[CH:29]=[N:28]4)[C@@H:24]([OH:34])[C@H:23]3[OH:35])=[C:15]([NH:36][CH2:37][CH:38]([C:45]3[CH:46]=[CH:47][CH:48]=[CH:49][CH:50]=3)[C:39]3[CH:40]=[CH:41][CH:42]=[CH:43][CH:44]=3)[N:14]=2)[CH2:9]1. The catalyst class is: 71.